This data is from Peptide-MHC class I binding affinity with 185,985 pairs from IEDB/IMGT. The task is: Regression. Given a peptide amino acid sequence and an MHC pseudo amino acid sequence, predict their binding affinity value. This is MHC class I binding data. (1) The binding affinity (normalized) is 0.319. The MHC is HLA-A30:01 with pseudo-sequence HLA-A30:01. The peptide sequence is IISVISLVI. (2) The peptide sequence is VYEAADAIL. The MHC is Patr-A0901 with pseudo-sequence Patr-A0901. The binding affinity (normalized) is 0.195. (3) The peptide sequence is YHGEAMAIG. The MHC is HLA-B58:01 with pseudo-sequence HLA-B58:01. The binding affinity (normalized) is 0.0847.